This data is from Peptide-MHC class I binding affinity with 185,985 pairs from IEDB/IMGT. The task is: Regression. Given a peptide amino acid sequence and an MHC pseudo amino acid sequence, predict their binding affinity value. This is MHC class I binding data. (1) The binding affinity (normalized) is 0. The MHC is HLA-A68:01 with pseudo-sequence HLA-A68:01. The peptide sequence is RGYVFQGL. (2) The peptide sequence is GRTFGKLPY. The MHC is HLA-A30:01 with pseudo-sequence HLA-A30:01. The binding affinity (normalized) is 0.300. (3) The peptide sequence is VVPDYGTYK. The MHC is HLA-A33:01 with pseudo-sequence HLA-A33:01. The binding affinity (normalized) is 0.0988. (4) The peptide sequence is ATIWQLLAF. The MHC is HLA-A30:02 with pseudo-sequence HLA-A30:02. The binding affinity (normalized) is 0.213. (5) The peptide sequence is VVYRGTTTY. The MHC is HLA-A02:02 with pseudo-sequence HLA-A02:02. The binding affinity (normalized) is 0.0845.